Dataset: Merck oncology drug combination screen with 23,052 pairs across 39 cell lines. Task: Regression. Given two drug SMILES strings and cell line genomic features, predict the synergy score measuring deviation from expected non-interaction effect. (1) Drug 1: C=CCn1c(=O)c2cnc(Nc3ccc(N4CCN(C)CC4)cc3)nc2n1-c1cccc(C(C)(C)O)n1. Drug 2: Cn1cc(-c2cnn3c(N)c(Br)c(C4CCCNC4)nc23)cn1. Cell line: A375. Synergy scores: synergy=71.8. (2) Drug 1: COC1CC2CCC(C)C(O)(O2)C(=O)C(=O)N2CCCCC2C(=O)OC(C(C)CC2CCC(OP(C)(C)=O)C(OC)C2)CC(=O)C(C)C=C(C)C(O)C(OC)C(=O)C(C)CC(C)C=CC=CC=C1C. Drug 2: Cn1cc(-c2cnn3c(N)c(Br)c(C4CCCNC4)nc23)cn1. Cell line: UWB1289BRCA1. Synergy scores: synergy=-5.20. (3) Drug 1: CN(Cc1cnc2nc(N)nc(N)c2n1)c1ccc(C(=O)NC(CCC(=O)O)C(=O)O)cc1. Drug 2: O=C(CCCCCCC(=O)Nc1ccccc1)NO. Cell line: A2058. Synergy scores: synergy=-33.8. (4) Synergy scores: synergy=3.87. Drug 2: Nc1ccn(C2OC(CO)C(O)C2(F)F)c(=O)n1. Drug 1: O=S1(=O)NC2(CN1CC(F)(F)F)C1CCC2Cc2cc(C=CCN3CCC(C(F)(F)F)CC3)ccc2C1. Cell line: DLD1. (5) Drug 1: CCC1=CC2CN(C1)Cc1c([nH]c3ccccc13)C(C(=O)OC)(c1cc3c(cc1OC)N(C)C1C(O)(C(=O)OC)C(OC(C)=O)C4(CC)C=CCN5CCC31C54)C2. Drug 2: CNC(=O)c1cc(Oc2ccc(NC(=O)Nc3ccc(Cl)c(C(F)(F)F)c3)cc2)ccn1. Cell line: A2780. Synergy scores: synergy=-7.15. (6) Drug 1: COc1cccc2c1C(=O)c1c(O)c3c(c(O)c1C2=O)CC(O)(C(=O)CO)CC3OC1CC(N)C(O)C(C)O1. Drug 2: COC1=C2CC(C)CC(OC)C(O)C(C)C=C(C)C(OC(N)=O)C(OC)C=CC=C(C)C(=O)NC(=CC1=O)C2=O. Cell line: ES2. Synergy scores: synergy=3.57. (7) Drug 1: CCC1=CC2CN(C1)Cc1c([nH]c3ccccc13)C(C(=O)OC)(c1cc3c(cc1OC)N(C)C1C(O)(C(=O)OC)C(OC(C)=O)C4(CC)C=CCN5CCC31C54)C2. Drug 2: CC(C)CC(NC(=O)C(Cc1ccccc1)NC(=O)c1cnccn1)B(O)O. Cell line: UWB1289. Synergy scores: synergy=-4.84. (8) Drug 1: CN(Cc1cnc2nc(N)nc(N)c2n1)c1ccc(C(=O)NC(CCC(=O)O)C(=O)O)cc1. Drug 2: Cc1nc(Nc2ncc(C(=O)Nc3c(C)cccc3Cl)s2)cc(N2CCN(CCO)CC2)n1. Cell line: HT29. Synergy scores: synergy=-14.5. (9) Drug 1: NC(=O)c1cccc2cn(-c3ccc(C4CCCNC4)cc3)nc12. Drug 2: Cn1cc(-c2cnn3c(N)c(Br)c(C4CCCNC4)nc23)cn1. Cell line: LOVO. Synergy scores: synergy=-25.5. (10) Drug 1: Cn1nnc2c(C(N)=O)ncn2c1=O. Drug 2: COC1CC2CCC(C)C(O)(O2)C(=O)C(=O)N2CCCCC2C(=O)OC(C(C)CC2CCC(OP(C)(C)=O)C(OC)C2)CC(=O)C(C)C=C(C)C(O)C(OC)C(=O)C(C)CC(C)C=CC=CC=C1C. Cell line: OVCAR3. Synergy scores: synergy=19.2.